The task is: Predict the product of the given reaction.. This data is from Forward reaction prediction with 1.9M reactions from USPTO patents (1976-2016). (1) Given the reactants I[C:2]1[CH:3]=[C:4]([CH:7]=[CH:8][CH:9]=1)[CH2:5][NH2:6].[CH2:10]([OH:13])[C:11]#[CH:12], predict the reaction product. The product is: [OH:13][CH2:10][C:11]#[C:12][C:2]1[CH:3]=[C:4]([CH:7]=[CH:8][CH:9]=1)[CH2:5][NH2:6]. (2) Given the reactants [OH:1][C:2]1[CH:3]=[C:4]2[C:8](=[CH:9][CH:10]=1)[C@H:7]([C@H:11]([CH3:16])[C:12]([O:14][CH3:15])=[O:13])[CH2:6][CH2:5]2.Br[C:18]([Br:21])([CH3:20])C.[C:22]([O-])([O-])=O.[Cs+].[Cs+], predict the reaction product. The product is: [Br:21][CH2:18][CH2:20][CH2:22][O:1][C:2]1[CH:3]=[C:4]2[C:8](=[CH:9][CH:10]=1)[C@H:7]([C@H:11]([CH3:16])[C:12]([O:14][CH3:15])=[O:13])[CH2:6][CH2:5]2. (3) The product is: [C:1]([O:5][C:6](=[O:43])[NH:7][C@H:8]([CH2:24][OH:25])[CH2:9][CH2:10][N:11]1[CH2:14][CH:13]([S:15]([C:17]2[CH:18]=[CH:19][C:20]([Cl:23])=[CH:21][CH:22]=2)=[O:16])[CH2:12]1)([CH3:2])([CH3:4])[CH3:3]. Given the reactants [C:1]([O:5][C:6](=[O:43])[NH:7][C@H:8]([C:24](C1C=CC=CC=1)(C1C=CC=CC=1)[O:25][SiH2]C(C)(C)C)[CH2:9][CH2:10][N:11]1[CH2:14][CH:13]([S:15]([C:17]2[CH:22]=[CH:21][C:20]([Cl:23])=[CH:19][CH:18]=2)=[O:16])[CH2:12]1)([CH3:4])([CH3:3])[CH3:2].[F-].C([N+](CCCC)(CCCC)CCCC)CCC, predict the reaction product.